From a dataset of Experimentally validated miRNA-target interactions with 360,000+ pairs, plus equal number of negative samples. Binary Classification. Given a miRNA mature sequence and a target amino acid sequence, predict their likelihood of interaction. (1) The miRNA is hsa-miR-645 with sequence UCUAGGCUGGUACUGCUGA. The protein sequence of the target gene is MDWGTLHTFIGGVNKHSTSIGKVWITVIFIFRVMILVVAAQEVWGDEQEDFVCNTLQPGCKNVCYDHFFPVSHIRLWALQLIFVSTPALLVAMHVAYYRHETTRKFRRGEKRNDFKDIEDIKKQKVRIEGSLWWTYTSSIFFRIIFEAAFMYVFYFLYNGYHLPWVLKCGIDPCPNLVDCFISRPTEKTVFTIFMISASVICMLLNVAELCYLLLKVCFRRSKRAQTQKNHPNHALKESKQNEMNELISDSGQNAITGFPS. Result: 0 (no interaction). (2) The miRNA is hsa-miR-3619-3p with sequence GGGACCAUCCUGCCUGCUGUGG. Result: 0 (no interaction). The protein sequence of the target gene is MADKQISLPAKLINGGIAGLIGVTCVFPIDLAKTRLQNQQNGQRMYASMSDCLIKTIRSEGYFGMYRGAAVNLTLVTPEKAIKLAANDFFRHQLSKDGQKLTLPKEMLAGCGAGTCQVIVTTPMEMLKIQLQDAGRIAAQRKILAAQAQLSAQGGAQPSVEAPAPPRPTATQLTRDLLRNHGIAGLYKGLGATLLRDVPFSIVYFPLFANLNQLGRPSSEEKSPFYVSFLAGCVAGSAAAVAVNPCDVVKTRLQSLERGVNEDTYSGFLDCARKIWRHEGPSAFLKGAYCRALVIAPLFG.... (3) The protein sequence of the target gene is MEPIYEEYLANHGTIVKPYYWLSFSLDCSNCPYHIRTGEEARVSLTEFCQIFGFPYGTTFPQTKHLTFYELKTSSGSLVQKGHASSCTGNYIHPESMLFEMNGYLDSAIYNNDSIRHIILYSNNSPCNEANHCCISKMYNFLITYPGITLSIYFSQLYHTEMDFPASAWNREALRSLASLWPRVVLSPISGGIWHSVLHSFISGVSGSHVFQPILTGRALADRHNAYEINAITGVKPYFTDVLLQTKRNPNTKAQEALESYPLNNAFPGQFFQMPSGQLQPNLPPDLRAPVVFVLVPLRD.... The miRNA is mmu-miR-764-5p with sequence GGUGCUCACAUGUCCUCCU. Result: 0 (no interaction). (4) The miRNA is hsa-miR-197-3p with sequence UUCACCACCUUCUCCACCCAGC. The protein sequence of the target gene is MPRGSRARGSKRKRSWNTECPSFPGERPLQVRRAGLRTAGAAASLSEAWLRCGEGFQNTSGNPSLTAEEKTITEKHLELCPRPKQETTTSKSTSGLTDITWSSSGSDLSDEDKTLSQLQRDELQFIDWEIDSDRAEASDCDEFEDDEGAVEISDCASCASNQSLTSDEKLSELPKPSSIEILEYSSDSEKEDDLENVLLIDSESPHKYHVQFASDARQIMERLIDPRTKSTETILHTPQKPTAKFPRTPENSAKKKLLRGGLAERLNGLQNRERSAISLWRHQCISYQKTLSGRKSGVLT.... Result: 1 (interaction). (5) The miRNA is hsa-miR-6780a-3p with sequence CUCCUCUGUUUUCUUUCCUAG. The protein sequence of the target gene is MMAADIPRVTTPLSSLVQVPQEEDRQEEEVTTMILEDDSWVQEAVLQEDGPESEPFPQSAGKGGPQEEVTRGPQGALGRLRELCRRWLRPEVHTKEQMLTMLPKEIQAWLQEHRPESSEEAAALVEDLTQTLQDSDFEIQSENGENCNQDMFENESRKIFSEMPEGESAQHSDGESDFERDAGIQRLQGHSPGEDHGEVVSQDREVGQLIGLQGTYLGEKPYECPQCGKTFSRKSHLITHERTHTGEKYYKCDECGKSFSDGSNFSRHQTTHTGEKPYKCRDCGKSFSRSANLITHQRIH.... Result: 0 (no interaction).